From a dataset of Reaction yield outcomes from USPTO patents with 853,638 reactions. Predict the reaction yield, written as a fraction of the theoretical maximum amount of product (1.0 means a 100% yield; for example, 0.34 means a 34% yield). (1) The reactants are [CH2:1]1[CH2:6][CH2:5][C:4]([CH2:11][NH2:12])([CH2:7][C:8]([OH:10])=[O:9])[CH2:3][CH2:2]1.[CH2:13](O)[CH:14]=[CH2:15].S(Cl)([Cl:19])=O. The catalyst is C(OCC)C. The product is [ClH:19].[NH2:12][CH2:11][C:4]1([CH2:7][C:8]([O:10][CH2:15][CH:14]=[CH2:13])=[O:9])[CH2:3][CH2:2][CH2:1][CH2:6][CH2:5]1. The yield is 0.880. (2) The reactants are C(N1CCN(C2SC(C(O)=O)=C(C)N=2)C1=O)C1C=CC=CC=1.[Cl:23][C:24]1[CH:45]=[CH:44][C:27]([CH2:28][N:29]2[CH2:33][CH2:32][N:31]([C:34]3[S:35][C:36]([C:40](O)=[O:41])=[C:37]([CH3:39])[N:38]=3)[C:30]2=[O:43])=[CH:26][CH:25]=1.[NH2:46][CH2:47][C:48]1[CH:49]=[N:50][CH:51]=[CH:52][CH:53]=1. The yield is 0.320. No catalyst specified. The product is [Cl:23][C:24]1[CH:25]=[CH:26][C:27]([CH2:28][N:29]2[CH2:33][CH2:32][N:31]([C:34]3[S:35][C:36]([C:40]([NH:46][CH2:47][C:48]4[CH:49]=[N:50][CH:51]=[CH:52][CH:53]=4)=[O:41])=[C:37]([CH3:39])[N:38]=3)[C:30]2=[O:43])=[CH:44][CH:45]=1. (3) The reactants are Br[C:2]1[CH:9]=[CH:8][CH:7]=[CH:6][C:3]=1[C:4]#[N:5].[F:10][C:11]1[CH:16]=[CH:15][CH:14]=[CH:13][C:12]=1B(O)O.[F-].[K+].C(P(C(C)(C)C)C(C)(C)C)(C)(C)C. The yield is 1.00. The catalyst is C1COCC1.O1CCOCC1.C1C=CC(/C=C/C(/C=C/C2C=CC=CC=2)=O)=CC=1.C1C=CC(/C=C/C(/C=C/C2C=CC=CC=2)=O)=CC=1.C1C=CC(/C=C/C(/C=C/C2C=CC=CC=2)=O)=CC=1.[Pd].[Pd]. The product is [F:10][C:11]1[CH:16]=[CH:15][CH:14]=[CH:13][C:12]=1[C:2]1[C:3]([C:4]#[N:5])=[CH:6][CH:7]=[CH:8][CH:9]=1. (4) The catalyst is O1CCCC1.CN1CCCN(C)C1=O.CN1CCCN(C)C1=O. The product is [CH:19]1([CH2:18][CH:9]([C:6]2[CH:7]=[CH:8][C:3]([F:2])=[C:4]([C:13]([F:14])([F:15])[F:16])[CH:5]=2)[C:10]([OH:12])=[O:11])[CH2:23][CH2:22][CH2:21][CH2:20]1. The reactants are [Li].[F:2][C:3]1[CH:8]=[CH:7][C:6]([CH2:9][C:10]([OH:12])=[O:11])=[CH:5][C:4]=1[C:13]([F:16])([F:15])[F:14].I[CH2:18][CH:19]1[CH2:23][CH2:22][CH2:21][CH2:20]1. The yield is 0.843. (5) The reactants are [Br:1][C:2]1[CH:3]=[C:4]([NH2:8])[CH:5]=[N:6][CH:7]=1.[C:9](Cl)(=[O:14])[C:10]([CH3:13])([CH3:12])[CH3:11]. The catalyst is N1C=CC=CC=1. The product is [Br:1][C:2]1[CH:3]=[C:4]([NH:8][C:9](=[O:14])[C:10]([CH3:13])([CH3:12])[CH3:11])[CH:5]=[N:6][CH:7]=1. The yield is 0.731. (6) The reactants are [F:1][C:2]1([F:33])[CH2:7][CH2:6][N:5]([C:8]([C:10]2[NH:11][C:12]3[C:17]([CH:18]=2)=[CH:16][C:15]([C:19]([N:21]2[CH2:26][CH2:25][CH:24]([N:27]4[CH2:32][CH2:31][O:30][CH2:29][CH2:28]4)[CH2:23][CH2:22]2)=[O:20])=[CH:14][CH:13]=3)=[O:9])[CH2:4][CH2:3]1.[F:34][C:35]([F:46])([F:45])[C:36]1[CH:37]=[C:38](B(O)O)[CH:39]=[CH:40][CH:41]=1.N1C=CC=CC=1. The catalyst is ClCCl.C([O-])(=O)C.[Cu+2].C([O-])(=O)C. The product is [F:33][C:2]1([F:1])[CH2:3][CH2:4][N:5]([C:8]([C:10]2[N:11]([C:40]3[CH:39]=[CH:38][CH:37]=[C:36]([C:35]([F:46])([F:45])[F:34])[CH:41]=3)[C:12]3[C:17]([CH:18]=2)=[CH:16][C:15]([C:19]([N:21]2[CH2:26][CH2:25][CH:24]([N:27]4[CH2:28][CH2:29][O:30][CH2:31][CH2:32]4)[CH2:23][CH2:22]2)=[O:20])=[CH:14][CH:13]=3)=[O:9])[CH2:6][CH2:7]1. The yield is 0.600.